From a dataset of NCI-60 drug combinations with 297,098 pairs across 59 cell lines. Regression. Given two drug SMILES strings and cell line genomic features, predict the synergy score measuring deviation from expected non-interaction effect. (1) Drug 1: CC1OCC2C(O1)C(C(C(O2)OC3C4COC(=O)C4C(C5=CC6=C(C=C35)OCO6)C7=CC(=C(C(=C7)OC)O)OC)O)O. Drug 2: CC(C1=C(C=CC(=C1Cl)F)Cl)OC2=C(N=CC(=C2)C3=CN(N=C3)C4CCNCC4)N. Cell line: EKVX. Synergy scores: CSS=13.9, Synergy_ZIP=-4.38, Synergy_Bliss=-2.07, Synergy_Loewe=-0.878, Synergy_HSA=-1.01. (2) Drug 2: COC1=C2C(=CC3=C1OC=C3)C=CC(=O)O2. Cell line: SNB-75. Synergy scores: CSS=48.6, Synergy_ZIP=0.0162, Synergy_Bliss=-2.38, Synergy_Loewe=-8.65, Synergy_HSA=-1.78. Drug 1: CCCCC(=O)OCC(=O)C1(CC(C2=C(C1)C(=C3C(=C2O)C(=O)C4=C(C3=O)C=CC=C4OC)O)OC5CC(C(C(O5)C)O)NC(=O)C(F)(F)F)O. (3) Drug 1: CC1=C(C=C(C=C1)NC2=NC=CC(=N2)N(C)C3=CC4=NN(C(=C4C=C3)C)C)S(=O)(=O)N.Cl. Drug 2: C1CNP(=O)(OC1)N(CCCl)CCCl. Cell line: HOP-92. Synergy scores: CSS=4.25, Synergy_ZIP=1.35, Synergy_Bliss=2.45, Synergy_Loewe=-5.90, Synergy_HSA=-3.82. (4) Drug 1: CC(C1=C(C=CC(=C1Cl)F)Cl)OC2=C(N=CC(=C2)C3=CN(N=C3)C4CCNCC4)N. Drug 2: C1=CN(C=N1)CC(O)(P(=O)(O)O)P(=O)(O)O. Cell line: U251. Synergy scores: CSS=1.54, Synergy_ZIP=-0.936, Synergy_Bliss=1.02, Synergy_Loewe=1.12, Synergy_HSA=0.932. (5) Drug 1: CCN(CC)CCCC(C)NC1=C2C=C(C=CC2=NC3=C1C=CC(=C3)Cl)OC. Drug 2: COC1=C2C(=CC3=C1OC=C3)C=CC(=O)O2. Cell line: DU-145. Synergy scores: CSS=39.5, Synergy_ZIP=10.6, Synergy_Bliss=8.16, Synergy_Loewe=-10.0, Synergy_HSA=4.03.